From a dataset of Peptide-MHC class II binding affinity with 134,281 pairs from IEDB. Regression. Given a peptide amino acid sequence and an MHC pseudo amino acid sequence, predict their binding affinity value. This is MHC class II binding data. The peptide sequence is AAATAGTTVYGAFSA. The MHC is HLA-DPA10103-DPB10601 with pseudo-sequence HLA-DPA10103-DPB10601. The binding affinity (normalized) is 0.